From a dataset of Catalyst prediction with 721,799 reactions and 888 catalyst types from USPTO. Predict which catalyst facilitates the given reaction. (1) Reactant: Cl[C:2]1[C:7]([Cl:8])=[N:6][CH:5]=[CH:4][N:3]=1.[CH3:9][C:10]1[CH:15]=[CH:14][C:13]([S:16]([NH2:19])(=[O:18])=[O:17])=[CH:12][CH:11]=1.C(=O)([O-])[O-].[K+].[K+].Cl. Product: [Cl:8][C:7]1[C:2]([NH:19][S:16]([C:13]2[CH:14]=[CH:15][C:10]([CH3:9])=[CH:11][CH:12]=2)(=[O:17])=[O:18])=[N:3][CH:4]=[CH:5][N:6]=1. The catalyst class is: 58. (2) Reactant: C[O:2][C:3](=[O:37])[C:4]([NH:35][NH2:36])([CH3:34])[CH2:5][C:6]1[CH:11]=[CH:10][C:9]([O:12][CH:13]2C3C(=CC=CC=3)C(=O)O2)=[C:8]([O:23][CH:24]2C3C(=CC=CC=3)C(=O)O2)[CH:7]=1.[Li+].[OH-]. Product: [CH3:24][O:23][C:8]1[CH:7]=[C:6]([CH2:5][C:4]([NH:35][NH2:36])([CH3:34])[C:3]([OH:37])=[O:2])[CH:11]=[CH:10][C:9]=1[O:12][CH3:13]. The catalyst class is: 799. (3) Reactant: Cl[CH2:2][CH2:3][CH2:4][N:5]1[CH2:10][CH2:9][S:8][C:7]2[CH:11]=[C:12]([N+:15]([O-:17])=[O:16])[CH:13]=[CH:14][C:6]1=2.Cl.[CH3:19][NH2:20].[I-].[K+].C(=O)([O-])[O-].[K+].[K+]. Product: [CH3:19][NH:20][CH2:2][CH2:3][CH2:4][N:5]1[CH2:10][CH2:9][S:8][C:7]2[CH:11]=[C:12]([N+:15]([O-:17])=[O:16])[CH:13]=[CH:14][C:6]1=2. The catalyst class is: 47. (4) Reactant: [H-].C([Al+]CC(C)C)C(C)C.[CH3:11][C:12]1([CH3:32])[CH:21]2[CH2:22][C:20]2([C:23](OCC)=[O:24])[C:19]2[CH:18]=[C:17]([C:28]([F:31])([F:30])[F:29])[CH:16]=[CH:15][C:14]=2[O:13]1.C(O)(=O)CC(CC(O)=O)(C(O)=O)O. Product: [CH3:11][C:12]1([CH3:32])[CH:21]2[CH2:22][C:20]2([CH2:23][OH:24])[C:19]2[CH:18]=[C:17]([C:28]([F:30])([F:29])[F:31])[CH:16]=[CH:15][C:14]=2[O:13]1. The catalyst class is: 7. (5) Reactant: [CH3:1][O:2][C:3]1[CH:12]=[C:11]2[C:6]([C:7]([NH:13][CH3:14])=[N:8][CH:9]=[N:10]2)=[CH:5][C:4]=1[NH:15][C:16]([C@@H:18]1[CH2:22][CH2:21][CH2:20][N:19]1[C:23]([O:25][C:26]([CH3:29])([CH3:28])[CH3:27])=[O:24])=[O:17].[CH2:30]([N:37]=[C:38]=[O:39])[C:31]1[CH:36]=[CH:35][CH:34]=[CH:33][CH:32]=1. Product: [CH2:30]([NH:37][C:38](=[O:39])[N:13]([C:7]1[C:6]2[C:11](=[CH:12][C:3]([O:2][CH3:1])=[C:4]([NH:15][C:16]([C@@H:18]3[CH2:22][CH2:21][CH2:20][N:19]3[C:23]([O:25][C:26]([CH3:27])([CH3:28])[CH3:29])=[O:24])=[O:17])[CH:5]=2)[N:10]=[CH:9][N:8]=1)[CH3:14])[C:31]1[CH:36]=[CH:35][CH:34]=[CH:33][CH:32]=1. The catalyst class is: 11.